This data is from Reaction yield outcomes from USPTO patents with 853,638 reactions. The task is: Predict the reaction yield, written as a fraction of the theoretical maximum amount of product (1.0 means a 100% yield; for example, 0.34 means a 34% yield). (1) The reactants are [C:1]([O:4][CH2:5][C:6]1[C:11]([N:12]2[C:24](=[O:25])[C:23]3[N:15]([C:16]4[CH:17]5[CH2:26][CH:20]([C:21]=4[CH:22]=3)[CH2:19][CH2:18]5)[CH2:14][CH2:13]2)=[CH:10][C:9]([F:27])=[CH:8][C:7]=1Br)(=[O:3])[CH3:2].[CH3:29][N:30]1[CH:35]=[C:34](B2OC(C)(C)C(C)(C)O2)[CH:33]=[C:32]([NH:45][C:46]2[CH:51]=[CH:50][N:49]=[CH:48][N:47]=2)[C:31]1=[O:52].C([O-])([O-])=O.[Na+].[Na+]. The catalyst is CN(C=O)C.O.C1C=CC(P(C2C=CC=CC=2)[C-]2C=CC=C2)=CC=1.C1C=CC(P(C2C=CC=CC=2)[C-]2C=CC=C2)=CC=1.Cl[Pd]Cl.[Fe+2]. The product is [C:1]([O:4][CH2:5][C:6]1[C:11]([N:12]2[C:24](=[O:25])[C:23]3[N:15]([C:16]4[CH:17]5[CH2:26][CH:20]([C:21]=4[CH:22]=3)[CH2:19][CH2:18]5)[CH2:14][CH2:13]2)=[CH:10][C:9]([F:27])=[CH:8][C:7]=1[C:34]1[CH:33]=[C:32]([NH:45][C:46]2[CH:51]=[CH:50][N:49]=[CH:48][N:47]=2)[C:31](=[O:52])[N:30]([CH3:29])[CH:35]=1)(=[O:3])[CH3:2]. The yield is 0.580. (2) The reactants are Br[CH2:2][C:3]1[CH:12]=[C:11]([N+:13]([O-:15])=[O:14])[CH:10]=[CH:9][C:4]=1[C:5]([O:7]C)=O.[Si:16]([O:23][CH2:24][CH2:25][NH2:26])([C:19]([CH3:22])([CH3:21])[CH3:20])([CH3:18])[CH3:17]. The catalyst is CO. The product is [Si:16]([O:23][CH2:24][CH2:25][N:26]1[CH2:2][C:3]2[C:4](=[CH:9][CH:10]=[C:11]([N+:13]([O-:15])=[O:14])[CH:12]=2)[C:5]1=[O:7])([C:19]([CH3:21])([CH3:22])[CH3:20])([CH3:18])[CH3:17]. The yield is 0.449. (3) The reactants are [OH:1][CH2:2][CH2:3][N:4]([CH:22]([CH3:24])[CH3:23])[C:5]([C:7]1[S:8][C:9]2[CH2:10][CH2:11][O:12][C:13]3[CH:20]=[CH:19][C:18](Br)=[CH:17][C:14]=3[C:15]=2[N:16]=1)=[O:6].[CH3:25][C:26]1[CH:31]=[CH:30][N:29]=[CH:28][C:27]=1B(O)O. No catalyst specified. The product is [OH:1][CH2:2][CH2:3][N:4]([CH:22]([CH3:24])[CH3:23])[C:5]([C:7]1[S:8][C:9]2[CH2:10][CH2:11][O:12][C:13]3[CH:20]=[CH:19][C:18]([C:27]4[CH:28]=[N:29][CH:30]=[CH:31][C:26]=4[CH3:25])=[CH:17][C:14]=3[C:15]=2[N:16]=1)=[O:6]. The yield is 0.0800.